Dataset: Forward reaction prediction with 1.9M reactions from USPTO patents (1976-2016). Task: Predict the product of the given reaction. (1) Given the reactants [C:1]([C:5]1[CH:6]=[C:7]([NH2:18])[N:8]([C:10]2[CH:15]=[CH:14][C:13]([O:16][CH3:17])=[CH:12][CH:11]=2)[N:9]=1)([CH3:4])([CH3:3])[CH3:2].[Cl:19][C:20]1[N:25]=[CH:24][N:23]=[C:22]([O:26][C:27]2[CH:28]=[C:29]3[C:34](=[CH:35][CH:36]=2)[C:33]([C:37](Cl)=[O:38])=[CH:32][CH:31]=[CH:30]3)[CH:21]=1.N1C=CC=CC=1.C([O-])([O-])=O.[Na+].[Na+], predict the reaction product. The product is: [C:1]([C:5]1[CH:6]=[C:7]([NH:18][C:37]([C:33]2[C:34]3[C:29](=[CH:28][C:27]([O:26][C:22]4[CH:21]=[C:20]([Cl:19])[N:25]=[CH:24][N:23]=4)=[CH:36][CH:35]=3)[CH:30]=[CH:31][CH:32]=2)=[O:38])[N:8]([C:10]2[CH:15]=[CH:14][C:13]([O:16][CH3:17])=[CH:12][CH:11]=2)[N:9]=1)([CH3:4])([CH3:2])[CH3:3]. (2) Given the reactants [Si:1]([O:8]/[N:9]=[C:10]1\[CH2:11][CH2:12][C:13]2[C:18]\1=[CH:17][CH:16]=[C:15](Br)[CH:14]=2)([C:4]([CH3:7])([CH3:6])[CH3:5])([CH3:3])[CH3:2].[N:20]1[CH:25]=[CH:24][C:23]([C:26]2[O:34][C:29]3=[CH:30][N:31]=[CH:32][CH:33]=[C:28]3[C:27]=2[NH2:35])=[CH:22][CH:21]=1.CC(C1C=C(C(C)C)C(C2C=CC=CC=2P(C2CCCCC2)C2CCCCC2)=C(C(C)C)C=1)C.C([O-])([O-])=O.[Cs+].[Cs+], predict the reaction product. The product is: [Si:1]([O:8][N:9]=[C:10]1[C:18]2[C:13](=[CH:14][C:15]([NH:35][C:27]3[C:28]4[C:29](=[CH:30][N:31]=[CH:32][CH:33]=4)[O:34][C:26]=3[C:23]3[CH:24]=[CH:25][N:20]=[CH:21][CH:22]=3)=[CH:16][CH:17]=2)[CH2:12][CH2:11]1)([C:4]([CH3:7])([CH3:6])[CH3:5])([CH3:3])[CH3:2].